Dataset: NCI-60 drug combinations with 297,098 pairs across 59 cell lines. Task: Regression. Given two drug SMILES strings and cell line genomic features, predict the synergy score measuring deviation from expected non-interaction effect. (1) Drug 1: CC1=C(N=C(N=C1N)C(CC(=O)N)NCC(C(=O)N)N)C(=O)NC(C(C2=CN=CN2)OC3C(C(C(C(O3)CO)O)O)OC4C(C(C(C(O4)CO)O)OC(=O)N)O)C(=O)NC(C)C(C(C)C(=O)NC(C(C)O)C(=O)NCCC5=NC(=CS5)C6=NC(=CS6)C(=O)NCCC[S+](C)C)O. Drug 2: C1CN(CCN1C(=O)CCBr)C(=O)CCBr. Cell line: NCI/ADR-RES. Synergy scores: CSS=42.7, Synergy_ZIP=-2.94, Synergy_Bliss=-1.02, Synergy_Loewe=-16.0, Synergy_HSA=3.55. (2) Drug 1: C1=CC(=C2C(=C1NCCNCCO)C(=O)C3=C(C=CC(=C3C2=O)O)O)NCCNCCO. Drug 2: CC1CCC2CC(C(=CC=CC=CC(CC(C(=O)C(C(C(=CC(C(=O)CC(OC(=O)C3CCCCN3C(=O)C(=O)C1(O2)O)C(C)CC4CCC(C(C4)OC)OCCO)C)C)O)OC)C)C)C)OC. Cell line: CCRF-CEM. Synergy scores: CSS=74.0, Synergy_ZIP=4.88, Synergy_Bliss=4.46, Synergy_Loewe=-0.656, Synergy_HSA=7.53. (3) Drug 1: COC1=CC(=CC(=C1O)OC)C2C3C(COC3=O)C(C4=CC5=C(C=C24)OCO5)OC6C(C(C7C(O6)COC(O7)C8=CC=CS8)O)O. Drug 2: C1=CC=C(C=C1)NC(=O)CCCCCCC(=O)NO. Cell line: NCI-H322M. Synergy scores: CSS=18.3, Synergy_ZIP=-2.57, Synergy_Bliss=6.41, Synergy_Loewe=3.61, Synergy_HSA=6.99. (4) Drug 1: CC1CCC2CC(C(=CC=CC=CC(CC(C(=O)C(C(C(=CC(C(=O)CC(OC(=O)C3CCCCN3C(=O)C(=O)C1(O2)O)C(C)CC4CCC(C(C4)OC)O)C)C)O)OC)C)C)C)OC. Drug 2: CC12CCC3C(C1CCC2OP(=O)(O)O)CCC4=C3C=CC(=C4)OC(=O)N(CCCl)CCCl.[Na+]. Cell line: HT29. Synergy scores: CSS=46.1, Synergy_ZIP=-3.19, Synergy_Bliss=-5.39, Synergy_Loewe=-30.5, Synergy_HSA=-2.59. (5) Drug 1: CC1C(C(CC(O1)OC2CC(CC3=C2C(=C4C(=C3O)C(=O)C5=C(C4=O)C(=CC=C5)OC)O)(C(=O)C)O)N)O.Cl. Drug 2: CCC1(C2=C(COC1=O)C(=O)N3CC4=CC5=C(C=CC(=C5CN(C)C)O)N=C4C3=C2)O.Cl. Cell line: SK-MEL-28. Synergy scores: CSS=14.1, Synergy_ZIP=-5.26, Synergy_Bliss=-0.0660, Synergy_Loewe=-2.58, Synergy_HSA=-2.09.